Dataset: Full USPTO retrosynthesis dataset with 1.9M reactions from patents (1976-2016). Task: Predict the reactants needed to synthesize the given product. (1) Given the product [CH:49]1([C:50]([OH:33])=[O:51])[CH2:3][CH2:2][CH2:52][CH2:48]1.[Cl:25][C:6]1[CH:5]=[CH:4][C:3]([CH2:2][NH:1][C:35]([CH:40]2[CH2:36][CH2:37][CH2:38][CH2:39]2)=[O:51])=[CH:8][C:7]=1[C:9]1[NH:13][C:12](=[O:14])[N:11]([C:15]2[CH:16]=[CH:17][C:18]([C:21]([F:24])([F:23])[F:22])=[CH:19][CH:20]=2)[N:10]=1, predict the reactants needed to synthesize it. The reactants are: [NH2:1][CH2:2][C:3]1[CH:4]=[CH:5][C:6]([Cl:25])=[C:7]([C:9]2[NH:13][C:12](=[O:14])[N:11]([C:15]3[CH:20]=[CH:19][C:18]([C:21]([F:24])([F:23])[F:22])=[CH:17][CH:16]=3)[N:10]=2)[CH:8]=1.CN(C([O:33]N1N=N[C:36]2[CH:37]=[CH:38][CH:39]=[CH:40][C:35]1=2)=[N+](C)C)C.[B-](F)(F)(F)F.[CH2:48]1[CH2:52][O:51][CH2:50][CH2:49]1. (2) Given the product [ClH:49].[CH:1]1[C:13]2[CH:12]([CH2:14][O:15][C:16]([N:18]3[CH2:19][C@@H:20]([C:32](=[O:33])[N:75]([CH2:74][C:73]4[CH:79]=[CH:80][C:70]([Cl:69])=[C:71]([O:81][CH2:82][CH2:83][CH2:84][O:85][CH3:86])[CH:72]=4)[CH:76]4[CH2:78][CH2:77]4)[CH2:21][C@@H:22]([NH2:24])[CH2:23]3)=[O:17])[C:11]3[C:6](=[CH:7][CH:8]=[CH:9][CH:10]=3)[C:5]=2[CH:4]=[CH:3][CH:2]=1, predict the reactants needed to synthesize it. The reactants are: [CH:1]1[C:13]2[CH:12]([CH2:14][O:15][C:16]([N:18]3[CH2:23][C@H:22]([NH:24]C(OC(C)(C)C)=O)[CH2:21][C@H:20]([C:32](O)=[O:33])[CH2:19]3)=[O:17])[C:11]3[C:6](=[CH:7][CH:8]=[CH:9][CH:10]=3)[C:5]=2[CH:4]=[CH:3][CH:2]=1.CN(C(ON1N=NC2C=CC(=CC1=2)[Cl:49])=[N+](C)C)C.F[P-](F)(F)(F)(F)F.CCN(C(C)C)C(C)C.[Cl:69][C:70]1[CH:80]=[CH:79][C:73]([CH2:74][NH:75][CH:76]2[CH2:78][CH2:77]2)=[CH:72][C:71]=1[O:81][CH2:82][CH2:83][CH2:84][O:85][CH3:86].Cl.